From a dataset of Full USPTO retrosynthesis dataset with 1.9M reactions from patents (1976-2016). Predict the reactants needed to synthesize the given product. (1) Given the product [CH2:15]([NH:22][C:23]([C:25]1[S:29][C:28]([N:12]2[CH2:13][C@@H:9]([OH:8])[CH2:10][C:11]2=[O:14])=[N:27][C:26]=1[CH3:31])=[O:24])[C:16]1[CH:17]=[CH:18][CH:19]=[CH:20][CH:21]=1, predict the reactants needed to synthesize it. The reactants are: O=C1CC([O:8][C@@H:9]2[CH2:13][NH:12][C:11](=[O:14])[CH2:10]2)CCO1.[CH2:15]([NH:22][C:23]([C:25]1[S:29][C:28](Br)=[N:27][C:26]=1[CH3:31])=[O:24])[C:16]1[CH:21]=[CH:20][CH:19]=[CH:18][CH:17]=1.C(=O)([O-])[O-].[Cs+].[Cs+].ClCCl. (2) Given the product [C:1]([NH:9][CH2:10][C:11]1([C:17]([OH:19])=[O:18])[CH2:16][CH2:15][CH2:14][CH2:13][CH2:12]1)(=[O:8])[C:2]1[CH:7]=[CH:6][CH:5]=[CH:4][CH:3]=1, predict the reactants needed to synthesize it. The reactants are: [C:1]([NH:9][CH2:10][C:11]1([C:17]([O:19]CC)=[O:18])[CH2:16][CH2:15][CH2:14][CH2:13][CH2:12]1)(=[O:8])[C:2]1[CH:7]=[CH:6][CH:5]=[CH:4][CH:3]=1.[OH-].[K+].O.